Dataset: Catalyst prediction with 721,799 reactions and 888 catalyst types from USPTO. Task: Predict which catalyst facilitates the given reaction. (1) Reactant: [Cl:1][C:2]1[CH:3]=[C:4]([C:12]2[O:16][N:15]=[C:14]([C:17]3[CH:33]=[CH:32][C:20]4[CH2:21][CH2:22][N:23]([CH2:26][C:27]([O:29]CC)=[O:28])[CH2:24][CH2:25][C:19]=4[CH:18]=3)[N:13]=2)[CH:5]=[CH:6][C:7]=1[O:8][CH:9]([CH3:11])[CH3:10].[OH-].[Na+]. Product: [Cl:1][C:2]1[CH:3]=[C:4]([C:12]2[O:16][N:15]=[C:14]([C:17]3[CH:33]=[CH:32][C:20]4[CH2:21][CH2:22][N:23]([CH2:26][C:27]([OH:29])=[O:28])[CH2:24][CH2:25][C:19]=4[CH:18]=3)[N:13]=2)[CH:5]=[CH:6][C:7]=1[O:8][CH:9]([CH3:10])[CH3:11]. The catalyst class is: 5. (2) Reactant: [CH3:1][CH2:2][O:3][C:4]([CH:6](P(OCC)(OCC)=O)[CH3:7])=[O:5].C([Li])CCC.CCCCCC.[C:27]1([C@H:33]2[CH2:35]O2)[CH:32]=[CH:31][CH:30]=[CH:29][CH:28]=1.[NH4+].[Cl-]. Product: [CH2:2]([O:3][C:4]([C@:6]1([CH3:7])[CH2:35][C@H:33]1[C:27]1[CH:32]=[CH:31][CH:30]=[CH:29][CH:28]=1)=[O:5])[CH3:1]. The catalyst class is: 57. (3) Reactant: [Cl:1][C:2]1[N:3]=[C:4]([C:9]([OH:11])=O)[NH:5][C:6]=1[CH2:7][CH3:8].S(Cl)(Cl)=O.[NH2:16][C:17]1[CH:37]=[CH:36][C:20]2[N:21]([CH2:25][C:26]3[CH:27]=[C:28]([CH:33]=[CH:34][CH:35]=3)[C:29]([O:31][CH3:32])=[O:30])[CH2:22][CH2:23][O:24][C:19]=2[CH:18]=1. Product: [Cl:1][C:2]1[N:3]=[C:4]([C:9]([NH:16][C:17]2[CH:37]=[CH:36][C:20]3[N:21]([CH2:25][C:26]4[CH:27]=[C:28]([CH:33]=[CH:34][CH:35]=4)[C:29]([O:31][CH3:32])=[O:30])[CH2:22][CH2:23][O:24][C:19]=3[CH:18]=2)=[O:11])[NH:5][C:6]=1[CH2:7][CH3:8]. The catalyst class is: 17. (4) Reactant: [OH:1]S(O)(=O)=O.[F:6][C:7]1[CH:8]=[C:9]([N+:17]([O-:19])=[O:18])[C:10]([OH:16])=[C:11](C(=O)C)[CH:12]=1. Product: [F:6][C:7]1[CH:12]=[C:11]([OH:1])[C:10]([OH:16])=[C:9]([N+:17]([O-:19])=[O:18])[CH:8]=1. The catalyst class is: 12. (5) Reactant: [OH:1][CH2:2][CH2:3][NH:4][C:5]([N:7]1[CH2:12][CH2:11][CH:10]([C:13]2[CH:18]=[CH:17][C:16]([NH:19][C:20]([C:22]3[N:23](COCC[Si](C)(C)C)[CH:24]=[C:25]([C:27]#[N:28])[N:26]=3)=[O:21])=[C:15]([C:37]3[CH2:42][CH2:41][CH2:40][CH2:39][CH:38]=3)[CH:14]=2)[CH2:9][CH2:8]1)=[O:6].CCO.C(O)(C(F)(F)F)=O. Product: [OH:1][CH2:2][CH2:3][NH:4][C:5]([N:7]1[CH2:12][CH2:11][CH:10]([C:13]2[CH:18]=[CH:17][C:16]([NH:19][C:20]([C:22]3[NH:23][CH:24]=[C:25]([C:27]#[N:28])[N:26]=3)=[O:21])=[C:15]([C:37]3[CH2:42][CH2:41][CH2:40][CH2:39][CH:38]=3)[CH:14]=2)[CH2:9][CH2:8]1)=[O:6]. The catalyst class is: 2. (6) Reactant: [Cl:1][C:2]1[CH:33]=[CH:32][CH:31]=[C:30]([C:34]([F:37])([F:36])[F:35])[C:3]=1[C:4]([N:6]1[C:14]2[C:9](=[N:10][CH:11]=[C:12]([CH2:15][C:16](O)=[O:17])[CH:13]=2)[C:8]([C:19]2[CH:24]=[CH:23][C:22]([C:25]([O:27][CH3:28])=[O:26])=[CH:21][C:20]=2[F:29])=[N:7]1)=[O:5].[NH4+].[Cl-].C[N:41](C(ON1N=NC2C=CC=NC1=2)=[N+](C)C)C.F[P-](F)(F)(F)(F)F.CCN(CC)CC. Product: [NH2:41][C:16](=[O:17])[CH2:15][C:12]1[CH:13]=[C:14]2[N:6]([C:4](=[O:5])[C:3]3[C:30]([C:34]([F:35])([F:37])[F:36])=[CH:31][CH:32]=[CH:33][C:2]=3[Cl:1])[N:7]=[C:8]([C:19]3[CH:24]=[CH:23][C:22]([C:25]([O:27][CH3:28])=[O:26])=[CH:21][C:20]=3[F:29])[C:9]2=[N:10][CH:11]=1. The catalyst class is: 2.